The task is: Regression. Given two drug SMILES strings and cell line genomic features, predict the synergy score measuring deviation from expected non-interaction effect.. This data is from NCI-60 drug combinations with 297,098 pairs across 59 cell lines. (1) Drug 1: CCCS(=O)(=O)NC1=C(C(=C(C=C1)F)C(=O)C2=CNC3=C2C=C(C=N3)C4=CC=C(C=C4)Cl)F. Drug 2: C(CN)CNCCSP(=O)(O)O. Cell line: T-47D. Synergy scores: CSS=-0.605, Synergy_ZIP=0.556, Synergy_Bliss=-0.866, Synergy_Loewe=-4.86, Synergy_HSA=-2.64. (2) Drug 1: CS(=O)(=O)OCCCCOS(=O)(=O)C. Drug 2: CC(C)CN1C=NC2=C1C3=CC=CC=C3N=C2N. Cell line: KM12. Synergy scores: CSS=4.24, Synergy_ZIP=-3.49, Synergy_Bliss=-9.80, Synergy_Loewe=-11.4, Synergy_HSA=-12.0. (3) Drug 1: C1CCC(C1)C(CC#N)N2C=C(C=N2)C3=C4C=CNC4=NC=N3. Synergy scores: CSS=23.6, Synergy_ZIP=14.6, Synergy_Bliss=17.6, Synergy_Loewe=14.3, Synergy_HSA=17.8. Cell line: MDA-MB-231. Drug 2: C1=CC=C(C=C1)NC(=O)CCCCCCC(=O)NO. (4) Drug 1: C1=CC(=CC=C1C#N)C(C2=CC=C(C=C2)C#N)N3C=NC=N3. Drug 2: C1=NC2=C(N1)C(=S)N=CN2. Cell line: OVCAR3. Synergy scores: CSS=41.5, Synergy_ZIP=3.85, Synergy_Bliss=3.38, Synergy_Loewe=-9.40, Synergy_HSA=-0.183. (5) Drug 1: C#CCC(CC1=CN=C2C(=N1)C(=NC(=N2)N)N)C3=CC=C(C=C3)C(=O)NC(CCC(=O)O)C(=O)O. Drug 2: CCC1(C2=C(COC1=O)C(=O)N3CC4=CC5=C(C=CC(=C5CN(C)C)O)N=C4C3=C2)O.Cl. Cell line: MCF7. Synergy scores: CSS=4.87, Synergy_ZIP=-2.83, Synergy_Bliss=-0.116, Synergy_Loewe=-2.02, Synergy_HSA=-1.75. (6) Drug 1: C#CCC(CC1=CN=C2C(=N1)C(=NC(=N2)N)N)C3=CC=C(C=C3)C(=O)NC(CCC(=O)O)C(=O)O. Drug 2: N.N.Cl[Pt+2]Cl. Cell line: MDA-MB-231. Synergy scores: CSS=37.3, Synergy_ZIP=7.11, Synergy_Bliss=9.69, Synergy_Loewe=0, Synergy_HSA=0.149. (7) Drug 1: CCCS(=O)(=O)NC1=C(C(=C(C=C1)F)C(=O)C2=CNC3=C2C=C(C=N3)C4=CC=C(C=C4)Cl)F. Drug 2: C1=NC2=C(N=C(N=C2N1C3C(C(C(O3)CO)O)F)Cl)N. Cell line: HL-60(TB). Synergy scores: CSS=42.8, Synergy_ZIP=0.205, Synergy_Bliss=-2.63, Synergy_Loewe=-23.4, Synergy_HSA=-7.77.